Regression. Given a peptide amino acid sequence and an MHC pseudo amino acid sequence, predict their binding affinity value. This is MHC class II binding data. From a dataset of Peptide-MHC class II binding affinity with 134,281 pairs from IEDB. (1) The peptide sequence is VVIQDNSDIKVVPRRKAKII. The binding affinity (normalized) is 0.286. The MHC is DRB1_1201 with pseudo-sequence DRB1_1201. (2) The peptide sequence is DFGNSYIAEMETESW. The MHC is DRB1_1501 with pseudo-sequence DRB1_1501. The binding affinity (normalized) is 0.0323.